Dataset: Peptide-MHC class I binding affinity with 185,985 pairs from IEDB/IMGT. Task: Regression. Given a peptide amino acid sequence and an MHC pseudo amino acid sequence, predict their binding affinity value. This is MHC class I binding data. (1) The peptide sequence is KMKDPKMYH. The MHC is HLA-A02:11 with pseudo-sequence HLA-A02:11. The binding affinity (normalized) is 0.0847. (2) The peptide sequence is RPLMESELVI. The MHC is HLA-B53:01 with pseudo-sequence HLA-B53:01. The binding affinity (normalized) is 0.503.